From a dataset of Reaction yield outcomes from USPTO patents with 853,638 reactions. Predict the reaction yield, written as a fraction of the theoretical maximum amount of product (1.0 means a 100% yield; for example, 0.34 means a 34% yield). (1) The reactants are [CH2:1]([O:5][C:6]1[C:15]2[C:10](=[CH:11][CH:12]=[C:13]([C:16]3[N:20]=[C:19]([CH3:21])[O:18][N:17]=3)[CH:14]=2)[C:9](=[O:22])[N:8]([CH2:23][CH:24]([CH3:26])[CH3:25])[C:7]=1[CH2:27][NH:28]C(=O)OC(C)(C)C)[CH2:2][CH2:3][CH3:4].[ClH:36]. The catalyst is C(OCC)(=O)C. The product is [ClH:36].[NH2:28][CH2:27][C:7]1[N:8]([CH2:23][CH:24]([CH3:25])[CH3:26])[C:9](=[O:22])[C:10]2[C:15]([C:6]=1[O:5][CH2:1][CH2:2][CH2:3][CH3:4])=[CH:14][C:13]([C:16]1[N:20]=[C:19]([CH3:21])[O:18][N:17]=1)=[CH:12][CH:11]=2. The yield is 0.917. (2) The reactants are [NH2:1][C:2]1[CH:6]=[C:5]([CH3:7])[NH:4][N:3]=1.C(O[CH:11]=[C:12]([C:18]([C:20]([F:23])([F:22])[F:21])=O)[C:13]([O:15]CC)=[O:14])C. The catalyst is C(O)C.Cl. The product is [CH3:7][C:5]1[CH:6]=[C:2]2[N:1]=[CH:11][C:12]([C:13]([OH:15])=[O:14])=[C:18]([C:20]([F:23])([F:22])[F:21])[N:3]2[N:4]=1. The yield is 0.420. (3) The reactants are [C:1]([C:3]1[CH:8]=[CH:7][C:6]([OH:9])=[CH:5][CH:4]=1)#[N:2].[CH2:10](Br)[C:11]1[CH:16]=[CH:15][CH:14]=[CH:13][CH:12]=1.C(=O)([O-])[O-].[K+].[K+]. The catalyst is CN(C=O)C. The product is [CH2:10]([O:9][C:6]1[CH:7]=[CH:8][C:3]([C:1]#[N:2])=[CH:4][CH:5]=1)[C:11]1[CH:16]=[CH:15][CH:14]=[CH:13][CH:12]=1. The yield is 0.920.